This data is from Catalyst prediction with 721,799 reactions and 888 catalyst types from USPTO. The task is: Predict which catalyst facilitates the given reaction. Reactant: [CH2:1]([C:5]1[CH:23]=[CH:22][C:8]([CH2:9][C:10]2[C:19]3[C:14](=[CH:15][CH:16]=[C:17]([C:20]#[CH:21])[CH:18]=3)[CH:13]=[CH:12][N:11]=2)=[CH:7][CH:6]=1)[CH2:2][CH2:3][CH3:4]. Product: [CH2:1]([C:5]1[CH:23]=[CH:22][C:8]([CH2:9][C:10]2[C:19]3[C:14](=[CH:15][CH:16]=[C:17]([CH2:20][CH3:21])[CH:18]=3)[CH:13]=[CH:12][N:11]=2)=[CH:7][CH:6]=1)[CH2:2][CH2:3][CH3:4]. The catalyst class is: 457.